From a dataset of Forward reaction prediction with 1.9M reactions from USPTO patents (1976-2016). Predict the product of the given reaction. (1) The product is: [Cl:1][C:2]1[C:3]2[C:52]3[N:59]=[CH:58][CH:57]=[CH:56][C:53]=3[C:54]([NH2:55])=[N:5][C:4]=2[CH:6]=[CH:7][CH:8]=1. Given the reactants [Cl:1][C:2]1[C:3](I)=[C:4]([CH:6]=[CH:7][CH:8]=1)[NH2:5].C1CCC(P(C2C(C3C=CC=CC=3)=CC=CC=2)C2CCCCC2)CC1.C(N(CC)CC)C.CC1(C)C(C)(C)OBO1.Cl[C:52]1[N:59]=[CH:58][CH:57]=[CH:56][C:53]=1[C:54]#[N:55].COC1C=CC=C(OC)C=1C1C=CC=CC=1P(C1CCCCC1)C1CCCCC1.C(=O)([O-])[O-].[K+].[K+].[H-].[Na+], predict the reaction product. (2) Given the reactants C[O:2][C:3]([C:5]1([C:13]2[CH:18]=[CH:17][C:16]([C:19]#[N:20])=[CH:15][C:14]=2[O:21][CH3:22])[N:9]2[CH:10]=[N:11][CH:12]=[C:8]2[CH2:7][CH2:6]1)=O.[BH4-].[Li+], predict the reaction product. The product is: [OH:2][CH2:3][C:5]1([C:13]2[CH:18]=[CH:17][C:16]([C:19]#[N:20])=[CH:15][C:14]=2[O:21][CH3:22])[N:9]2[CH:10]=[N:11][CH:12]=[C:8]2[CH2:7][CH2:6]1. (3) Given the reactants [C:1]([C:5]1[CH:6]=[C:7]([CH:19]=[C:20]([C:22]([CH3:25])([CH3:24])[CH3:23])[CH:21]=1)[CH2:8][CH:9]1[CH2:14][CH:13]([C:15]([O:17][CH3:18])=[O:16])[CH2:12][CH2:11][NH:10]1)([CH3:4])([CH3:3])[CH3:2].CCN(C(C)C)C(C)C.[C:35](Cl)(=[O:38])[O:36][CH3:37], predict the reaction product. The product is: [C:1]([C:5]1[CH:6]=[C:7]([CH:19]=[C:20]([C:22]([CH3:25])([CH3:24])[CH3:23])[CH:21]=1)[CH2:8][CH:9]1[CH2:14][CH:13]([C:15]([O:17][CH3:18])=[O:16])[CH2:12][CH2:11][N:10]1[C:35]([O:36][CH3:37])=[O:38])([CH3:3])([CH3:4])[CH3:2]. (4) The product is: [CH2:20]([O:19][C:15]([C:16]1[C:7]([C:8]2[CH:9]=[CH:10][C:11]([F:14])=[CH:12][CH:13]=2)=[N:6][N:5]([C:1]([CH3:4])([CH3:2])[CH3:3])[CH:17]=1)=[O:18])[CH3:21]. Given the reactants [C:1]([NH:5][N:6]=[CH:7][C:8]1[CH:13]=[CH:12][C:11]([F:14])=[CH:10][CH:9]=1)([CH3:4])([CH3:3])[CH3:2].[C:15]([O:19][CH2:20][CH3:21])(=[O:18])[C:16]#[CH:17].C(O)(=O)C, predict the reaction product. (5) Given the reactants [CH2:1]([O:8][C:9]1[CH:14]=[CH:13][C:12]([C:15]2[CH:19]=[C:18]([C:20]([OH:22])=O)[O:17][N:16]=2)=[CH:11][CH:10]=1)[C:2]1[CH:7]=[CH:6][CH:5]=[CH:4][CH:3]=1.ClC(OCC(C)C)=O.Cl.[CH3:32][O:33][C:34](=[O:40])[C@H:35]([CH:37]([CH3:39])[CH3:38])[NH2:36].CCN(CC)CC, predict the reaction product. The product is: [CH2:1]([O:8][C:9]1[CH:10]=[CH:11][C:12]([C:15]2[CH:19]=[C:18]([C:20]([NH:36][CH:35]([CH:37]([CH3:39])[CH3:38])[C:34]([O:33][CH3:32])=[O:40])=[O:22])[O:17][N:16]=2)=[CH:13][CH:14]=1)[C:2]1[CH:3]=[CH:4][CH:5]=[CH:6][CH:7]=1.